From a dataset of Peptide-MHC class I binding affinity with 185,985 pairs from IEDB/IMGT. Regression. Given a peptide amino acid sequence and an MHC pseudo amino acid sequence, predict their binding affinity value. This is MHC class I binding data. (1) The peptide sequence is RPMREVRFL. The MHC is HLA-A02:02 with pseudo-sequence HLA-A02:02. The binding affinity (normalized) is 0. (2) The peptide sequence is FLKNRFEAL. The MHC is BoLA-T2b with pseudo-sequence BoLA-T2b. The binding affinity (normalized) is 0.0641. (3) The peptide sequence is RYPLTLGW. The MHC is HLA-B40:01 with pseudo-sequence HLA-B40:01. The binding affinity (normalized) is 0. (4) The peptide sequence is ILNHKFCNL. The MHC is HLA-A01:01 with pseudo-sequence HLA-A01:01. The binding affinity (normalized) is 0.0847. (5) The peptide sequence is KKGGDVINY. The MHC is HLA-A02:06 with pseudo-sequence HLA-A02:06. The binding affinity (normalized) is 0. (6) The peptide sequence is SGKDTPGGY. The MHC is HLA-A30:02 with pseudo-sequence HLA-A30:02. The binding affinity (normalized) is 0.903. (7) The peptide sequence is RDWAHNSL. The MHC is HLA-B44:03 with pseudo-sequence HLA-B44:03. The binding affinity (normalized) is 0. (8) The peptide sequence is DSKEGFFTY. The MHC is HLA-A26:01 with pseudo-sequence HLA-A26:01. The binding affinity (normalized) is 0.362.